From a dataset of NCI-60 drug combinations with 297,098 pairs across 59 cell lines. Regression. Given two drug SMILES strings and cell line genomic features, predict the synergy score measuring deviation from expected non-interaction effect. Drug 1: CC1=C(C=C(C=C1)NC(=O)C2=CC=C(C=C2)CN3CCN(CC3)C)NC4=NC=CC(=N4)C5=CN=CC=C5. Drug 2: CC12CCC3C(C1CCC2OP(=O)(O)O)CCC4=C3C=CC(=C4)OC(=O)N(CCCl)CCCl.[Na+]. Cell line: U251. Synergy scores: CSS=7.80, Synergy_ZIP=-3.14, Synergy_Bliss=-4.38, Synergy_Loewe=-3.84, Synergy_HSA=-3.91.